Binary classification across 12 toxicity assays. From a dataset of Tox21: 12 toxicity assays (nuclear receptors and stress response pathways). (1) The drug is C=C1/C(=C\C=C2/CCC[C@@]3(C)[C@H]2CC[C@@H]3[C@H](C)/C=C/[C@@H](O)C2CC2)C[C@@H](O)C[C@@H]1O. It tested positive (active) for: SR-ARE (Antioxidant Response Element (oxidative stress)), SR-HSE (Heat Shock Element response), and SR-MMP (Mitochondrial Membrane Potential disruption). (2) The drug is CN(CCOc1ccc(CC2SC(=O)NC2=O)cc1)c1ccccn1. It tested positive (active) for: NR-PPAR-gamma (PPAR-gamma nuclear receptor agonist), SR-ARE (Antioxidant Response Element (oxidative stress)), and SR-MMP (Mitochondrial Membrane Potential disruption). (3) It tested positive (active) for: SR-HSE (Heat Shock Element response). The drug is CO[C@@]12CC[C@@]3(C[C@@H]1[C@](C)(O)C(C)(C)C)[C@H]1Cc4ccc(O)c5c4[C@@]3(CCN1CC1CC1)[C@H]2O5. (4) The compound is OCCO[C@H]1[C@@H](O)O[C@H](CO)[C@@H](O)[C@@H]1O. It tested positive (active) for: NR-AR (Androgen Receptor agonist activity). (5) The drug is CCOC(=O)c1nc(C(Cl)(Cl)Cl)n(-c2ccc(Cl)cc2Cl)n1. It tested positive (active) for: SR-p53 (p53 tumor suppressor activation). (6) It tested positive (active) for: NR-ER (Estrogen Receptor agonist activity). The drug is O=C(OCc1ccccc1)c1ccccc1O.